From a dataset of Plasma protein binding rate (PPBR) regression data from AstraZeneca. Regression/Classification. Given a drug SMILES string, predict its absorption, distribution, metabolism, or excretion properties. Task type varies by dataset: regression for continuous measurements (e.g., permeability, clearance, half-life) or binary classification for categorical outcomes (e.g., BBB penetration, CYP inhibition). For this dataset (ppbr_az), we predict Y. The drug is C[C@H](CO)Nc1nc(SCc2cccc(F)c2F)nc2nc(NC3CC3)sc12. The Y is 98.8 %.